This data is from NCI-60 drug combinations with 297,098 pairs across 59 cell lines. The task is: Regression. Given two drug SMILES strings and cell line genomic features, predict the synergy score measuring deviation from expected non-interaction effect. (1) Drug 1: CC1=C(C=C(C=C1)NC2=NC=CC(=N2)N(C)C3=CC4=NN(C(=C4C=C3)C)C)S(=O)(=O)N.Cl. Drug 2: COC1=C(C=C2C(=C1)N=CN=C2NC3=CC(=C(C=C3)F)Cl)OCCCN4CCOCC4. Cell line: UO-31. Synergy scores: CSS=41.4, Synergy_ZIP=-0.967, Synergy_Bliss=7.88, Synergy_Loewe=3.03, Synergy_HSA=10.3. (2) Drug 1: CC1=C(C=C(C=C1)NC2=NC=CC(=N2)N(C)C3=CC4=NN(C(=C4C=C3)C)C)S(=O)(=O)N.Cl. Drug 2: C(CN)CNCCSP(=O)(O)O. Cell line: SK-OV-3. Synergy scores: CSS=-0.706, Synergy_ZIP=1.60, Synergy_Bliss=3.20, Synergy_Loewe=1.06, Synergy_HSA=1.05. (3) Drug 1: C1CC(=O)NC(=O)C1N2CC3=C(C2=O)C=CC=C3N. Cell line: SK-OV-3. Synergy scores: CSS=4.89, Synergy_ZIP=-0.919, Synergy_Bliss=2.98, Synergy_Loewe=2.20, Synergy_HSA=2.34. Drug 2: CN(CCCl)CCCl.Cl. (4) Drug 1: CCCS(=O)(=O)NC1=C(C(=C(C=C1)F)C(=O)C2=CNC3=C2C=C(C=N3)C4=CC=C(C=C4)Cl)F. Drug 2: CC12CCC3C(C1CCC2O)C(CC4=C3C=CC(=C4)O)CCCCCCCCCS(=O)CCCC(C(F)(F)F)(F)F. Cell line: CCRF-CEM. Synergy scores: CSS=-3.53, Synergy_ZIP=-1.25, Synergy_Bliss=-4.98, Synergy_Loewe=-7.56, Synergy_HSA=-7.24. (5) Drug 1: C1=NNC2=C1C(=O)NC=N2. Drug 2: CC1C(C(CC(O1)OC2CC(CC3=C2C(=C4C(=C3O)C(=O)C5=C(C4=O)C(=CC=C5)OC)O)(C(=O)CO)O)N)O.Cl. Cell line: COLO 205. Synergy scores: CSS=54.6, Synergy_ZIP=0.0330, Synergy_Bliss=2.56, Synergy_Loewe=-38.7, Synergy_HSA=2.80.